Dataset: Forward reaction prediction with 1.9M reactions from USPTO patents (1976-2016). Task: Predict the product of the given reaction. (1) Given the reactants [CH3:1][S:2][C:3]1[N:4]=[CH:5][C:6]2[C:12](=[O:13])[CH2:11][CH:10]([C:14]([O:16]C(C)(C)C)=[O:15])[NH:9][C:7]=2[N:8]=1.C1(C)C=CC=CC=1, predict the reaction product. The product is: [CH3:12][OH:13].[CH3:1][S:2][C:3]1[N:4]=[CH:5][C:6]2[C:12](=[O:13])[CH2:11][CH:10]([C:14]([OH:16])=[O:15])[NH:9][C:7]=2[N:8]=1. (2) Given the reactants CS(O[CH2:6][CH2:7][N:8]([CH2:27][CH2:28]OS(C)(=O)=O)[C:9]1[CH:14]=[C:13]([C:15]([NH:17][CH2:18][CH2:19][OH:20])=[O:16])[C:12]([N+:21]([O-:23])=[O:22])=[CH:11][C:10]=1[N+:24]([O-:26])=[O:25])(=O)=O.[Li+].[Br-:35].[Na+].[Br-:37], predict the reaction product. The product is: [Br:35][CH2:6][CH2:7][N:8]([CH2:27][CH2:28][Br:37])[C:9]1[C:10]([N+:24]([O-:26])=[O:25])=[CH:11][C:12]([N+:21]([O-:23])=[O:22])=[C:13]([CH:14]=1)[C:15]([NH:17][CH2:18][CH2:19][OH:20])=[O:16]. (3) The product is: [NH2:8][C:9]1[C:14]([C:15]#[N:16])=[C:13]([C:17]2[CH:18]=[CH:19][C:20]([O:21][CH2:22][C:23]([OH:25])=[O:24])=[CH:26][CH:27]=2)[C:12]([C:28]#[N:29])=[C:11]([S:30][CH2:32][C:33]([NH2:35])=[O:34])[N:10]=1. Given the reactants C[NH+]1CCOCC1.[NH2:8][C:9]1[C:14]([C:15]#[N:16])=[C:13]([C:17]2[CH:27]=[CH:26][C:20]([O:21][CH2:22][C:23]([O-:25])=[O:24])=[CH:19][CH:18]=2)[C:12]([C:28]#[N:29])=[C:11]([SH:30])[N:10]=1.Br[CH2:32][C:33]([NH2:35])=[O:34].C([O-])(O)=O.[Na+], predict the reaction product.